From a dataset of Full USPTO retrosynthesis dataset with 1.9M reactions from patents (1976-2016). Predict the reactants needed to synthesize the given product. (1) Given the product [Br:25][C:20]1[CH:21]=[C:22]2[C:17](=[CH:18][CH:19]=1)[NH:16][C:15]1[CH:14]([C:26]3[CH:31]=[CH:30][CH:29]=[C:28]([OH:32])[CH:27]=3)[N:13]3[C:6](=[O:7])[N:5]([CH2:4][CH2:3][CH2:2][Cl:1])[C:10](=[O:9])[C:12]3([CH3:33])[CH2:24][C:23]2=1, predict the reactants needed to synthesize it. The reactants are: [Cl:1][CH2:2][CH2:3][CH2:4][N:5]=[C:6]=[O:7].C[O:9][C:10]([C:12]1([CH3:33])[CH2:24][C:23]2[C:22]3[C:17](=[CH:18][CH:19]=[C:20]([Br:25])[CH:21]=3)[NH:16][C:15]=2[CH:14]([C:26]2[CH:31]=[CH:30][CH:29]=[C:28]([OH:32])[CH:27]=2)[NH:13]1)=O. (2) Given the product [CH2:28]([NH:3][C:4]1[CH:5]=[C:6]([NH:10][C:11](=[O:27])[CH2:12][N:13]2[CH2:14][CH2:15][CH:16]([CH2:19][C:20]3[CH:21]=[CH:22][C:23]([F:26])=[CH:24][CH:25]=3)[CH2:17][CH2:18]2)[CH:7]=[CH:8][CH:9]=1)[C:29]1[CH:34]=[CH:33][CH:32]=[CH:31][CH:30]=1, predict the reactants needed to synthesize it. The reactants are: Cl.Cl.[NH2:3][C:4]1[CH:5]=[C:6]([NH:10][C:11](=[O:27])[CH2:12][N:13]2[CH2:18][CH2:17][CH:16]([CH2:19][C:20]3[CH:25]=[CH:24][C:23]([F:26])=[CH:22][CH:21]=3)[CH2:15][CH2:14]2)[CH:7]=[CH:8][CH:9]=1.[CH:28](=O)[C:29]1[CH:34]=[CH:33][CH:32]=[CH:31][CH:30]=1. (3) Given the product [Cl:43][C:38]1[CH:37]=[C:36]([CH:41]=[CH:40][C:39]=1[F:42])[NH:35][C:25]1[C:24]2[C:29](=[CH:30][C:31]([O:33][CH3:34])=[CH:32][C:23]=2[O:22][CH2:21][C@H:11]2[NH:12][CH2:13][C@@H:9]([OH:8])[CH2:10]2)[N:28]=[CH:27][N:26]=1, predict the reactants needed to synthesize it. The reactants are: [Si]([O:8][C@@H:9]1[CH2:13][N:12](C(OC(C)(C)C)=O)[C@H:11]([CH2:21][O:22][C:23]2[CH:32]=[C:31]([O:33][CH3:34])[CH:30]=[C:29]3[C:24]=2[C:25]([NH:35][C:36]2[CH:41]=[CH:40][C:39]([F:42])=[C:38]([Cl:43])[CH:37]=2)=[N:26][CH:27]=[N:28]3)[CH2:10]1)(C(C)(C)C)(C)C.C(#N)C. (4) Given the product [CH3:20][O:21][C:22]1[CH:27]=[CH:26][N:25]=[C:24]([CH2:28][CH2:29][C:30]2[NH:39][C:33]3=[N:34][CH:35]=[C:36]([C:9]4[CH:10]=[CH:11][C:6]([S:3]([N:2]([CH3:14])[CH3:1])(=[O:5])=[O:4])=[CH:7][C:8]=4[CH2:13][CH3:15])[CH:37]=[C:32]3[N:31]=2)[CH:23]=1, predict the reactants needed to synthesize it. The reactants are: [CH3:1][N:2]([CH3:14])[S:3]([C:6]1[CH:11]=[CH:10][C:9](Br)=[C:8]([CH3:13])[CH:7]=1)(=[O:5])=[O:4].[C:15]([O-])(=O)C.[K+].[CH3:20][O:21][C:22]1[CH:27]=[CH:26][N:25]=[C:24]([CH2:28][CH2:29][C:30]2[NH:39][C:33]3=[N:34][CH:35]=[C:36](I)[CH:37]=[C:32]3[N:31]=2)[CH:23]=1.C(=O)([O-])[O-].[K+].[K+].[Cl-].[Li+]. (5) Given the product [CH2:18]([O:25][C:26]1[CH:33]=[CH:32][CH:31]=[CH:30][C:27]=1[CH2:28][O:1][C:2]1[CH:3]=[CH:4][C:5]([C:6]([O:8][CH3:9])=[O:7])=[CH:10][CH:11]=1)[C:19]1[CH:20]=[CH:21][CH:22]=[CH:23][CH:24]=1, predict the reactants needed to synthesize it. The reactants are: [OH:1][C:2]1[CH:11]=[CH:10][C:5]([C:6]([O:8][CH3:9])=[O:7])=[CH:4][CH:3]=1.C([O-])([O-])=O.[K+].[K+].[CH2:18]([O:25][C:26]1[CH:33]=[CH:32][CH:31]=[CH:30][C:27]=1[CH2:28]Br)[C:19]1[CH:24]=[CH:23][CH:22]=[CH:21][CH:20]=1. (6) Given the product [CH3:1][CH:2]1[CH:7]=[C:6]([CH3:8])[CH2:5][CH2:4][CH:3]1[C:9]1[CH:14]=[CH:13][CH:12]=[CH:11][N:10]=1, predict the reactants needed to synthesize it. The reactants are: [CH3:1][CH:2]1[CH2:7][CH:6]([CH3:8])[CH2:5][CH2:4][CH:3]1[C:9]1[CH:14]=[CH:13][CH:12]=[CH:11][N:10]=1.C(C1C=CC=CN=1)=C.CC(C=CC)=C. (7) Given the product [F:49][C:40]1[CH:41]=[C:42]([O:47][CH3:48])[C:43]([O:45][CH3:46])=[CH:44][C:39]=1[C:25](=[N:26][C:27]1[CH:32]=[CH:31][C:30]([C:33]2[N:37]=[C:36]([CH3:38])[O:35][N:34]=2)=[CH:29][CH:28]=1)[C:24]1[NH:23][C:22](=[O:21])[N:2]([C:4]2[CH:12]=[CH:11][CH:10]=[CH:9][C:5]=2[C:6]([OH:8])=[O:7])[N:3]=1, predict the reactants needed to synthesize it. The reactants are: Cl.[NH:2]([C:4]1[CH:12]=[CH:11][CH:10]=[CH:9][C:5]=1[C:6]([OH:8])=[O:7])[NH2:3].C(N(CC)CC)C.C[O:21][C:22](=O)[N:23]=[C:24](SC)[C:25]([C:39]1[CH:44]=[C:43]([O:45][CH3:46])[C:42]([O:47][CH3:48])=[CH:41][C:40]=1[F:49])=[N:26][C:27]1[CH:32]=[CH:31][C:30]([C:33]2[N:37]=[C:36]([CH3:38])[O:35][N:34]=2)=[CH:29][CH:28]=1.Cl. (8) Given the product [CH3:19][O:18][C:16]([N:3]1[C@H:4]([C:5]([OH:7])=[O:6])[CH2:8][O:9][CH2:10]1)=[O:17], predict the reactants needed to synthesize it. The reactants are: C=O.[NH2:3][C@@H:4]([CH2:8][OH:9])[C:5]([OH:7])=[O:6].[C:10]([O-])(O)=O.[Na+].Cl[C:16]([O:18][CH3:19])=[O:17]. (9) Given the product [NH2:1][C:2]1[N:7]=[C:6]([NH:8][C@H:9]2[CH2:13][C@@H:12]([CH2:14][OH:15])[C@H:11]([OH:16])[C@@H:10]2[OH:17])[C:5]([N:18]=[N:19][C:30]2[CH:32]=[CH:33][CH:34]=[CH:35][C:29]=2[Cl:28])=[C:4]([Cl:27])[N:3]=1, predict the reactants needed to synthesize it. The reactants are: [NH2:1][C:2]1[N:7]=[C:6]([NH:8][C@H:9]2[CH2:13][C@@H:12]([CH2:14][OH:15])[C@H:11]([OH:16])[C@@H:10]2[OH:17])[C:5]([N:18]=[N:19]C2C=CC(Cl)=CC=2)=[C:4]([Cl:27])[N:3]=1.[Cl:28][C:29]1[CH:35]=[CH:34][CH:33]=[CH:32][C:30]=1N.